This data is from Forward reaction prediction with 1.9M reactions from USPTO patents (1976-2016). The task is: Predict the product of the given reaction. (1) Given the reactants Br.[CH3:2][O:3][C:4]1[CH:9]=[CH:8][C:7]([C:10](=O)[CH2:11][S:12][C:13](=[NH:15])[CH3:14])=[CH:6][CH:5]=1, predict the reaction product. The product is: [CH3:2][O:3][C:4]1[CH:9]=[CH:8][C:7]([C:10]2[N:15]=[C:13]([CH3:14])[S:12][CH:11]=2)=[CH:6][CH:5]=1. (2) The product is: [ClH:32].[CH3:1][N:2]1[C:6]2=[N:7][C:8]([N:11]3[CH:16]=[CH:15][C:14]([C:17]4[CH:18]=[CH:19][C:20]([C:23]([F:26])([F:25])[F:24])=[CH:21][CH:22]=4)=[CH:13][C:12]3=[O:27])=[CH:9][CH:10]=[C:5]2[C:4]2[CH2:28][NH:29][CH2:30][CH2:31][C:3]1=2. Given the reactants [CH3:1][N:2]1[C:6]2=[N:7][C:8]([N:11]3[CH:16]=[CH:15][C:14]([C:17]4[CH:22]=[CH:21][C:20]([C:23]([F:26])([F:25])[F:24])=[CH:19][CH:18]=4)=[CH:13][C:12]3=[O:27])=[CH:9][CH:10]=[C:5]2[C:4]2[CH2:28][NH:29][CH2:30][CH2:31][C:3]1=2.[ClH:32], predict the reaction product.